Dataset: Reaction yield outcomes from USPTO patents with 853,638 reactions. Task: Predict the reaction yield, written as a fraction of the theoretical maximum amount of product (1.0 means a 100% yield; for example, 0.34 means a 34% yield). (1) The reactants are [Br:1][C:2]1[C:3]([CH3:9])=[N:4][C:5](Br)=[CH:6][CH:7]=1.[Cu][C:11]#[N:12].CN(C)C=O.O. The catalyst is C(OCC)(=O)C. The product is [Br:1][C:2]1[CH:7]=[CH:6][C:5]([C:11]#[N:12])=[N:4][C:3]=1[CH3:9]. The yield is 0.490. (2) The reactants are [F:1][C:2]1[CH:3]=[C:4]([CH:8]=[CH:9][CH:10]=1)[C:5]([OH:7])=O.Cl.CN(C)CCCN=C=NCC.O.ON1C2C=CC=CC=2N=N1.[Cl:34][CH2:35][C:36]([NH:38]O)=[NH:37]. The catalyst is C(OCC)(=O)C.CN(C=O)C. The product is [Cl:34][CH2:35][C:36]1[N:38]=[C:5]([C:4]2[CH:8]=[CH:9][CH:10]=[C:2]([F:1])[CH:3]=2)[O:7][N:37]=1. The yield is 0.350. (3) The reactants are [CH3:1][C:2]([C:4]1[CH:5]=[CH:6][C:7]([OH:10])=[CH:8][CH:9]=1)=[O:3].CC(C)([O-])C.[Na+].[C:17](OCC)(=[O:22])[CH2:18][CH2:19][CH2:20][CH3:21]. No catalyst specified. The product is [OH:10][C:7]1[CH:8]=[CH:9][C:4]([C:2](=[O:3])[CH2:1][C:17](=[O:22])[CH2:18][CH2:19][CH2:20][CH3:21])=[CH:5][CH:6]=1. The yield is 0.650. (4) The product is [CH2:13]([C:12]([C:22]1[C:23]2[C:28](=[C:27]([NH:29][S:30]([CH3:33])(=[O:31])=[O:32])[CH:26]=[CH:25][CH:24]=2)[NH:20][CH:21]=1)([C:10]1[CH:9]=[CH:8][C:6]2[N:7]=[C:3]([C:2]([F:19])([F:18])[F:1])[NH:4][C:5]=2[CH:11]=1)[CH2:15][CH3:16])[CH3:14]. The reactants are [F:1][C:2]([F:19])([F:18])[C:3]1[NH:4][C:5]2[CH:11]=[C:10]([C:12](O)([CH2:15][CH3:16])[CH2:13][CH3:14])[CH:9]=[CH:8][C:6]=2[N:7]=1.[NH:20]1[C:28]2[C:23](=[CH:24][CH:25]=[CH:26][C:27]=2[NH:29][S:30]([CH3:33])(=[O:32])=[O:31])[CH:22]=[CH:21]1.C(O)(C(F)(F)F)=O.C([O-])(O)=O.[Na+]. The catalyst is C(Cl)Cl. The yield is 0.490. (5) The reactants are [Cl:1][C:2]1[N:7]=[C:6](/[CH:8]=[C:9](/[C:11]2[CH:12]=[C:13]([NH:17][S:18]([C:21]3[C:26]([F:27])=[CH:25][CH:24]=[CH:23][C:22]=3[F:28])(=[O:20])=[O:19])[CH:14]=[CH:15][CH:16]=2)\[OH:10])[CH:5]=[CH:4][N:3]=1.[Cl:29]C1C(NS(C2C(F)=CC=CC=2F)(=O)=O)=CC=CC=1C(OC)=O.ClC1N=C(C)C=CN=1. No catalyst specified. The product is [Cl:29][C:12]1[C:11](/[C:9](/[OH:10])=[CH:8]\[C:6]2[CH:5]=[CH:4][N:3]=[C:2]([Cl:1])[N:7]=2)=[CH:16][CH:15]=[CH:14][C:13]=1[NH:17][S:18]([C:21]1[C:26]([F:27])=[CH:25][CH:24]=[CH:23][C:22]=1[F:28])(=[O:19])=[O:20]. The yield is 0.735.